Task: Predict which catalyst facilitates the given reaction.. Dataset: Catalyst prediction with 721,799 reactions and 888 catalyst types from USPTO Reactant: [OH-].[Na+].[Cl:3][C:4]1[CH:5]=[C:6]([C:14]2[O:18][N:17]=[C:16]([C:19]3[CH:20]=[CH:21][C:22]4[CH:28]([CH2:29][CH2:30][C:31]([O:33]C)=[O:32])[N:27]([C:35]([O:37][C:38]([CH3:41])([CH3:40])[CH3:39])=[O:36])[CH2:26][CH2:25][CH2:24][C:23]=4[CH:42]=3)[N:15]=2)[CH:7]=[CH:8][C:9]=1[O:10][CH:11]([CH3:13])[CH3:12]. Product: [Cl:3][C:4]1[CH:5]=[C:6]([C:14]2[O:18][N:17]=[C:16]([C:19]3[CH:20]=[CH:21][C:22]4[CH:28]([CH2:29][CH2:30][C:31]([OH:33])=[O:32])[N:27]([C:35]([O:37][C:38]([CH3:39])([CH3:41])[CH3:40])=[O:36])[CH2:26][CH2:25][CH2:24][C:23]=4[CH:42]=3)[N:15]=2)[CH:7]=[CH:8][C:9]=1[O:10][CH:11]([CH3:12])[CH3:13]. The catalyst class is: 8.